From a dataset of Retrosynthesis with 50K atom-mapped reactions and 10 reaction types from USPTO. Predict the reactants needed to synthesize the given product. (1) Given the product CC(C)(C)OC(=O)Nc1ccc(C2=C(c3ccc(C(C)(C)C)cc3)C(=O)CC2)cc1, predict the reactants needed to synthesize it. The reactants are: CC(C)(C)OC(=O)Nc1ccc(B2OC(C)(C)C(C)(C)O2)cc1.CC(C)(C)c1ccc(C2=C(Br)CCC2=O)cc1. (2) Given the product O=C1Nc2ccc(Cl)cc2C(CNC(=O)c2ccc(F)cc2)(C(F)(F)F)O1, predict the reactants needed to synthesize it. The reactants are: NCC1(C(F)(F)F)OC(=O)Nc2ccc(Cl)cc21.O=C(O)c1ccc(F)cc1. (3) Given the product CN(C(=O)N(C)[C@@H]1CN(C(=O)C2CCSCC2)C[C@H]1c1ccc(F)cc1)c1cc(C(F)(F)F)cc(C(F)(F)F)c1, predict the reactants needed to synthesize it. The reactants are: CN(C(=O)N(C)[C@@H]1CNC[C@H]1c1ccc(F)cc1)c1cc(C(F)(F)F)cc(C(F)(F)F)c1.O=C(O)C1CCSCC1. (4) The reactants are: O=C(O)[C@H](CCC(F)(F)F)NS(=O)(=O)c1ccc(Cl)s1. Given the product O=S(=O)(NC(CO)CCC(F)(F)F)c1ccc(Cl)s1, predict the reactants needed to synthesize it. (5) Given the product Cc1ccc(NC(=O)N2CCN(c3nc(-c4ccccc4)ns3)CC2)cc1, predict the reactants needed to synthesize it. The reactants are: Cc1ccc(N=C=O)cc1.c1ccc(-c2nsc(N3CCNCC3)n2)cc1. (6) Given the product COC(=O)c1cc(-c2nc3c([nH]2)CCNCC3)c(C2CCC2)cc1C, predict the reactants needed to synthesize it. The reactants are: COC(=O)c1cc(-c2nc3c([nH]2)CCN(C(=O)OC(C)(C)C)CC3)c(C2CCC2)cc1C.